This data is from PAMPA (Parallel Artificial Membrane Permeability Assay) permeability data from NCATS. The task is: Regression/Classification. Given a drug SMILES string, predict its absorption, distribution, metabolism, or excretion properties. Task type varies by dataset: regression for continuous measurements (e.g., permeability, clearance, half-life) or binary classification for categorical outcomes (e.g., BBB penetration, CYP inhibition). Dataset: pampa_ncats. (1) The molecule is C1CN(CCN1)C2=CC=C(C=C2)N[S+](=O)(C3=CC=C(C=C3)NCC4=C(C=C(C=C4)Cl)O)[O-]. The result is 0 (low-to-moderate permeability). (2) The molecule is CC1=CC(=C(N1C2=CC=C(C=C2)C(F)(F)F)C)C3=NN=C4N3CCCCC4. The result is 1 (high permeability). (3) The molecule is C1=CC=C(C=C1)C2=CC=C(C=C2)NC(=O)C3=CC=CC=C3C(=O)O. The result is 0 (low-to-moderate permeability). (4) The drug is CSC1=NC2=C(C3=CC=CC=C3N2CCC4=CC=CC=C4)N=N1. The result is 1 (high permeability). (5) The molecule is CC1=C(C(=NN1)C)CCC2=NN3C(=N2)C4=CC=CC=C4N=C3SCC(=O)NC5=CC=C(C=C5)F. The result is 1 (high permeability). (6) The drug is CC(=O)N[C@H]1CCC2=CC(=C(C(=C2C3=CC=C(C(=O)C=C13)OC)OC)OC)OC. The result is 0 (low-to-moderate permeability). (7) The molecule is CC(=O)N1CCC2=C1C=CC(=C2)S(=O)(=O)NCCC3=CCCCC3. The result is 1 (high permeability). (8) The molecule is C1CN(CCC1C(=O)N)C2=NC=CC(=N2)C3=CC=C(C=C3)Br. The result is 1 (high permeability). (9) The drug is CCN(CC)S(=O)(=O)C1=CC(=C(C=C1)N2CCCC2)NS(=O)(=O)C3=CC=CC=C3. The result is 1 (high permeability).